From a dataset of NCI-60 drug combinations with 297,098 pairs across 59 cell lines. Regression. Given two drug SMILES strings and cell line genomic features, predict the synergy score measuring deviation from expected non-interaction effect. Drug 1: CC1=C(C(=CC=C1)Cl)NC(=O)C2=CN=C(S2)NC3=CC(=NC(=N3)C)N4CCN(CC4)CCO. Drug 2: C1=CN(C=N1)CC(O)(P(=O)(O)O)P(=O)(O)O. Cell line: CCRF-CEM. Synergy scores: CSS=-9.47, Synergy_ZIP=4.37, Synergy_Bliss=-1.52, Synergy_Loewe=-6.21, Synergy_HSA=-8.12.